Dataset: Forward reaction prediction with 1.9M reactions from USPTO patents (1976-2016). Task: Predict the product of the given reaction. (1) Given the reactants [N:1]1(C(OC(C)(C)C)=O)[CH2:6][CH2:5][CH:4]([C:7]([O:9][CH2:10][N:11]2[CH:16]=[C:15]([C:17]3[CH:22]=[CH:21][C:20]([F:23])=[CH:19][CH:18]=3)[C:14](=[O:24])[C:13]([C:25](=[O:56])[NH:26][C:27]3[CH:32]=[CH:31][C:30]([O:33][C:34]4[CH:39]=[CH:38][N:37]=[C:36]([NH:40][CH:41]([C:48]5[CH:53]=[CH:52][CH:51]=[CH:50][CH:49]=5)[C:42]5[CH:47]=[CH:46][CH:45]=[CH:44][CH:43]=5)[C:35]=4[Cl:54])=[C:29]([F:55])[CH:28]=3)=[CH:12]2)=[O:8])[CH2:3][CH2:2]1.Cl, predict the reaction product. The product is: [NH:1]1[CH2:6][CH2:5][CH:4]([C:7]([O:9][CH2:10][N:11]2[CH:16]=[C:15]([C:17]3[CH:22]=[CH:21][C:20]([F:23])=[CH:19][CH:18]=3)[C:14](=[O:24])[C:13]([C:25](=[O:56])[NH:26][C:27]3[CH:32]=[CH:31][C:30]([O:33][C:34]4[CH:39]=[CH:38][N:37]=[C:36]([NH:40][CH:41]([C:48]5[CH:49]=[CH:50][CH:51]=[CH:52][CH:53]=5)[C:42]5[CH:43]=[CH:44][CH:45]=[CH:46][CH:47]=5)[C:35]=4[Cl:54])=[C:29]([F:55])[CH:28]=3)=[CH:12]2)=[O:8])[CH2:3][CH2:2]1. (2) Given the reactants [NH:1]1[CH2:6][CH2:5][NH:4][CH2:3][CH2:2]1.Cl[CH2:8][Si:9]([CH3:16])([O:13][CH2:14][CH3:15])[O:10][CH2:11][CH3:12].[SiH4], predict the reaction product. The product is: [CH3:8][Si:9]([CH2:16][N:1]1[CH2:6][CH2:5][NH:4][CH2:3][CH2:2]1)([O:13][CH2:14][CH3:15])[O:10][CH2:11][CH3:12].